Dataset: Forward reaction prediction with 1.9M reactions from USPTO patents (1976-2016). Task: Predict the product of the given reaction. (1) Given the reactants [Cl:1][S:2]([OH:5])(=O)=[O:3].[Br:6][C:7]1[CH:8]=[CH:9][C:10]([NH2:13])=[N:11][CH:12]=1, predict the reaction product. The product is: [NH2:13][C:10]1[C:9]([S:2]([Cl:1])(=[O:5])=[O:3])=[CH:8][C:7]([Br:6])=[CH:12][N:11]=1. (2) Given the reactants [CH3:1][N:2]([C@@H:4]1[C:27](=[O:28])[C:26]([C:29]([NH2:31])=[O:30])=[C:25]([OH:32])[C@:24]2([OH:33])[C@H:5]1[CH2:6][C@H:7]1[C:21]([C:22]2=[O:23])=[C:20]([OH:34])[C:10]2[C:11]([OH:19])=[C:12]([NH2:18])[CH:13]=[C:14]([N:15]([CH3:17])[CH3:16])[C:9]=2[CH2:8]1)[CH3:3].[CH2:35]([O:39][C:40]([N:42]([C:54]([CH3:57])([CH3:56])[CH3:55])[CH2:43][C:44](OC(OCC(C)C)=O)=[O:45])=[O:41])[CH2:36][CH2:37][CH3:38], predict the reaction product. The product is: [NH2:31][C:29]([C:26]1[C:25](=[O:32])[C@:24]2([OH:33])[C@@H:5]([CH2:6][C@H:7]3[C:21](=[C:22]2[OH:23])[C:20](=[O:34])[C:10]2[C:11]([OH:19])=[C:12]([NH:18][C:44](=[O:45])[CH2:43][N:42]([C:54]([CH3:57])([CH3:56])[CH3:55])[C:40](=[O:41])[O:39][CH2:35][CH2:36][CH2:37][CH3:38])[CH:13]=[C:14]([N:15]([CH3:16])[CH3:17])[C:9]=2[CH2:8]3)[C@H:4]([N:2]([CH3:1])[CH3:3])[C:27]=1[OH:28])=[O:30]. (3) The product is: [CH2:37]([O:39][C:40]1[CH:41]=[C:42]([C:2]2[N:3]=[CH:4][CH:5]=[C:6]3[C:10]([CH2:11][CH2:12][O:13][C:14]4[CH:19]=[CH:18][C:17]([O:20][C:21]([F:23])([F:22])[F:24])=[CH:16][CH:15]=4)=[C:9]([C:25]([O:27][CH2:28][CH3:29])=[O:26])[NH:8][C:7]=23)[CH:43]=[CH:44][CH:45]=1)[CH3:38]. Given the reactants Cl[C:2]1[N:3]=[CH:4][CH:5]=[C:6]2[C:10]([CH2:11][CH2:12][O:13][C:14]3[CH:19]=[CH:18][C:17]([O:20][C:21]([F:24])([F:23])[F:22])=[CH:16][CH:15]=3)=[C:9]([C:25]([O:27][CH2:28][CH3:29])=[O:26])[N:8](C(OC(C)(C)C)=O)[C:7]=12.[CH2:37]([O:39][C:40]1[CH:41]=[C:42](B(O)O)[CH:43]=[CH:44][CH:45]=1)[CH3:38].[F-].[K+], predict the reaction product. (4) Given the reactants [NH:1]1[C:5](=[O:6])[CH2:4][CH2:3][CH:2]1[C:7]([OH:9])=[O:8].[CH3:10]O, predict the reaction product. The product is: [NH:1]1[C:5](=[O:6])[CH2:4][CH2:3][C@H:2]1[C:7]([O:9][CH3:10])=[O:8]. (5) Given the reactants [NH2:1][CH2:2][CH2:3][O:4][CH2:5][C:6]1[NH:11][C:10]([CH2:12][O:13][CH3:14])=[C:9]([C:15]([O:17]CCC#N)=[O:16])[CH:8]([C:22]2[CH:27]=[CH:26][CH:25]=[C:24]([Cl:28])[CH:23]=2)[C:7]=1[C:29](=[O:46])[NH:30][CH2:31][CH2:32][CH:33]([C:40]1[CH:45]=[CH:44][CH:43]=[CH:42][CH:41]=1)[C:34]1[CH:39]=[CH:38][CH:37]=[CH:36][CH:35]=1.[OH-].[Na+].Cl, predict the reaction product. The product is: [NH2:1][CH2:2][CH2:3][O:4][CH2:5][C:6]1[NH:11][C:10]([CH2:12][O:13][CH3:14])=[C:9]([C:15]([OH:17])=[O:16])[CH:8]([C:22]2[CH:27]=[CH:26][CH:25]=[C:24]([Cl:28])[CH:23]=2)[C:7]=1[C:29](=[O:46])[NH:30][CH2:31][CH2:32][CH:33]([C:40]1[CH:45]=[CH:44][CH:43]=[CH:42][CH:41]=1)[C:34]1[CH:35]=[CH:36][CH:37]=[CH:38][CH:39]=1. (6) The product is: [F:17][C:18]1[CH:19]=[CH:20][C:21]([CH2:22][CH:23]2[CH2:24][CH2:25][N:26]([CH2:2][C:3]([NH:5][C:6]3[CH:7]=[C:8]4[C:12](=[CH:13][CH:14]=3)[NH:11][C:10](=[O:15])[CH2:9]4)=[O:4])[CH2:27][CH2:28]2)=[CH:29][CH:30]=1. Given the reactants Cl[CH2:2][C:3]([NH:5][C:6]1[CH:7]=[C:8]2[C:12](=[CH:13][CH:14]=1)[NH:11][C:10](=[O:15])[CH2:9]2)=[O:4].Cl.[F:17][C:18]1[CH:30]=[CH:29][C:21]([CH2:22][CH:23]2[CH2:28][CH2:27][NH:26][CH2:25][CH2:24]2)=[CH:20][CH:19]=1, predict the reaction product. (7) Given the reactants Cl.[NH2:2][CH2:3][CH2:4][NH:5][C:6](=[O:13])/[CH:7]=[CH:8]/[C:9]([O:11][CH3:12])=[O:10].[CH2:14]1[C@@H:18]([CH2:19][CH2:20][CH2:21][CH2:22][C:23](O)=[O:24])[S:17][S:16][CH2:15]1.CN(C(ON1N=NC2C=CC=NC1=2)=[N+](C)C)C.F[P-](F)(F)(F)(F)F.CCN(C(C)C)C(C)C, predict the reaction product. The product is: [S:16]1[CH2:15][CH2:14][C@@H:18]([CH2:19][CH2:20][CH2:21][CH2:22][C:23]([NH:2][CH2:3][CH2:4][NH:5][C:6](=[O:13])/[CH:7]=[CH:8]/[C:9]([O:11][CH3:12])=[O:10])=[O:24])[S:17]1.